This data is from Catalyst prediction with 721,799 reactions and 888 catalyst types from USPTO. The task is: Predict which catalyst facilitates the given reaction. Reactant: [S:1]([C:5]1[CH:11]=[CH:10][C:8]([CH3:9])=[CH:7][CH:6]=1)([O-:4])(=[O:3])=[S:2].[K+].Br[CH2:14][CH2:15][CH2:16][Cl:17]. Product: [Cl:17][CH2:16][CH2:15][CH2:14][S:2][S:1]([C:5]1[CH:11]=[CH:10][C:8]([CH3:9])=[CH:7][CH:6]=1)(=[O:4])=[O:3]. The catalyst class is: 21.